This data is from Forward reaction prediction with 1.9M reactions from USPTO patents (1976-2016). The task is: Predict the product of the given reaction. Given the reactants [O:1]([CH2:8][C:9]1[CH:17]=[CH:16][C:12]([C:13](O)=[O:14])=[CH:11][CH:10]=1)[C:2]1[CH:7]=[CH:6][CH:5]=[CH:4][CH:3]=1.B, predict the reaction product. The product is: [O:1]([CH2:8][C:9]1[CH:10]=[CH:11][C:12]([CH2:13][OH:14])=[CH:16][CH:17]=1)[C:2]1[CH:7]=[CH:6][CH:5]=[CH:4][CH:3]=1.